This data is from Catalyst prediction with 721,799 reactions and 888 catalyst types from USPTO. The task is: Predict which catalyst facilitates the given reaction. Reactant: CC(C)([S@]([NH:6][C@@:7]([C:20]1[CH:25]=[CH:24][CH:23]=[CH:22][C:21]=1[F:26])([CH3:19])[C:8]([F:18])([F:17])[CH:9]=[C:10]([F:16])[C:11](OCC)=[O:12])=O)C.C(OCC)(=O)C.Cl.C([O-])([O-])=O.[K+].[K+]. Product: [F:16][CH:10]1[CH2:9][C:8]([F:18])([F:17])[C@:7]([C:20]2[CH:25]=[CH:24][CH:23]=[CH:22][C:21]=2[F:26])([CH3:19])[NH:6][C:11]1=[O:12]. The catalyst class is: 43.